The task is: Predict the product of the given reaction.. This data is from Forward reaction prediction with 1.9M reactions from USPTO patents (1976-2016). (1) The product is: [CH2:1]([C:3]1[CH:8]=[C:7]([CH3:9])[CH:6]=[C:5]([CH2:10][CH3:11])[C:4]=1[C:12](=[O:17])[C:13]([NH:15][N:16]=[C:30]([CH3:31])[CH2:29][S:28][CH3:27])=[O:14])[CH3:2]. Given the reactants [CH2:1]([C:3]1[CH:8]=[C:7]([CH3:9])[CH:6]=[C:5]([CH2:10][CH3:11])[C:4]=1[C:12](=[O:17])[C:13]([NH:15][NH2:16])=[O:14])[CH3:2].O1CCCC1.C(O)(=O)C.[CH3:27][S:28][CH2:29][C:30](=O)[CH3:31], predict the reaction product. (2) Given the reactants [OH:1][C:2]1[CH:7]=[CH:6][C:5]([NH:8][C:9]([C:11]2([C:14]([NH:16][C:17]3[CH:22]=[CH:21][C:20]([F:23])=[CH:19][CH:18]=3)=[O:15])[CH2:13][CH2:12]2)=[O:10])=[CH:4][CH:3]=1.[CH3:24][O:25][C:26]1[CH:27]=[C:28]2[C:33](=[CH:34][C:35]=1[O:36][CH3:37])[N:32]=[CH:31][CH:30]=[C:29]2OS(C(F)(F)F)(=O)=O, predict the reaction product. The product is: [CH3:24][O:25][C:26]1[CH:27]=[C:28]2[C:33](=[CH:34][C:35]=1[O:36][CH3:37])[N:32]=[CH:31][CH:30]=[C:29]2[O:1][C:2]1[CH:7]=[CH:6][C:5]([NH:8][C:9]([C:11]2([C:14]([NH:16][C:17]3[CH:18]=[CH:19][C:20]([F:23])=[CH:21][CH:22]=3)=[O:15])[CH2:13][CH2:12]2)=[O:10])=[CH:4][CH:3]=1. (3) The product is: [Cl:1][C:2]1[CH:10]=[C:9]2[C:5]([C:6]([C:11]([N:13]3[CH2:18][CH2:17][C:16]4([C:22]5[CH:23]=[CH:24][CH:25]=[CH:26][C:21]=5[CH2:20][O:19]4)[CH2:15][CH2:14]3)=[O:12])=[CH:7][N:8]2[CH2:47][CH:35]2[CH2:36][N:37]([CH2:40][C:41]3[CH:46]=[CH:45][CH:44]=[CH:43][CH:42]=3)[CH2:38][CH2:39][N:34]2[CH2:27][C:28]2[CH:33]=[CH:32][CH:31]=[CH:30][CH:29]=2)=[CH:4][CH:3]=1. Given the reactants [Cl:1][C:2]1[CH:10]=[C:9]2[C:5]([C:6]([C:11]([N:13]3[CH2:18][CH2:17][C:16]4([C:22]5[CH:23]=[CH:24][CH:25]=[CH:26][C:21]=5[CH2:20][O:19]4)[CH2:15][CH2:14]3)=[O:12])=[CH:7][NH:8]2)=[CH:4][CH:3]=1.[CH2:27]([N:34]1[CH2:39][CH2:38][N:37]([CH2:40][C:41]2[CH:46]=[CH:45][CH:44]=[CH:43][CH:42]=2)[CH2:36][CH:35]1[CH2:47]Cl)[C:28]1[CH:33]=[CH:32][CH:31]=[CH:30][CH:29]=1, predict the reaction product. (4) Given the reactants [Cl:1][C:2]1[CH:3]=[C:4]([CH:7]=[CH:8][C:9]=1F)[CH:5]=[O:6].[CH2:11]([S-:13])[CH3:12].[Na+], predict the reaction product. The product is: [Cl:1][C:2]1[CH:3]=[C:4]([CH:7]=[CH:8][C:9]=1[S:13][CH2:11][CH3:12])[CH:5]=[O:6]. (5) The product is: [Cl:1][C:2]1[CH:3]=[C:4]([C:8]#[C:9][C:10]2[N:11]=[C:12]([CH3:23])[N:13]([C:16]3[CH:21]=[CH:20][N:19]([CH2:24][CH3:25])[C:18](=[O:22])[CH:17]=3)[C:14]=2[CH3:15])[CH:5]=[CH:6][CH:7]=1. Given the reactants [Cl:1][C:2]1[CH:3]=[C:4]([C:8]#[C:9][C:10]2[N:11]=[C:12]([CH3:23])[N:13]([C:16]3[CH:21]=[CH:20][NH:19][C:18](=[O:22])[CH:17]=3)[C:14]=2[CH3:15])[CH:5]=[CH:6][CH:7]=1.[CH2:24](I)[CH3:25], predict the reaction product. (6) The product is: [CH3:28][O:27][C:25]([CH:37]1[CH:35]([C:14]2[CH:15]=[CH:10][C:11]([F:16])=[CH:12][CH:13]=2)[CH2:34][N:33]([C:46]([O:48][C:49]([CH3:50])([CH3:51])[CH3:52])=[O:47])[CH2:36]1)=[O:26]. Given the reactants COC(C1C([C:10]2[CH:15]=[CH:14][CH:13]=[CH:12][C:11]=2[F:16])CN(CC2C=CC=CC=2)C1)=O.Cl[C:25]([O:27][CH:28](Cl)C)=[O:26].C([N:33]([CH2:36][CH3:37])[CH2:34][CH3:35])C.[C:46](O[C:46]([O:48][C:49]([CH3:52])([CH3:51])[CH3:50])=[O:47])([O:48][C:49]([CH3:52])([CH3:51])[CH3:50])=[O:47].Cl, predict the reaction product. (7) The product is: [Cl:11][C:9]1[S:10][C:5]2[S:4](=[O:13])(=[O:12])[N:3]=[C:2]([NH:14][C:15]([CH3:19])([CH3:18])[CH2:16][OH:17])[NH:7][C:6]=2[CH:8]=1. Given the reactants Cl[C:2]1[NH:7][C:6]2[CH:8]=[C:9]([Cl:11])[S:10][C:5]=2[S:4](=[O:13])(=[O:12])[N:3]=1.[NH2:14][C:15]([CH3:19])([CH3:18])[CH2:16][OH:17].Cl, predict the reaction product. (8) The product is: [NH2:1][C@H:2]([C:15]([OH:17])=[O:16])[CH2:3][C:4]1[CH:5]=[CH:6][C:7]([OH:10])=[CH:8][CH:9]=1. Given the reactants [NH:1](C(OCC1C2C(=CC=CC=2)C2C1=CC=CC=2)=O)[C@H:2]([C:15]([OH:17])=[O:16])[CH2:3][C:4]1[CH:9]=[CH:8][C:7]([O:10]C(C)(C)C)=[CH:6][CH:5]=1.C1C=CC(C(Cl)(C2C(Cl)=CC=CC=2)C2C=CC=CC=2)=CC=1.CN(C(ON1N=NC2C=CC=NC1=2)=[N+](C)C)C.F[P-](F)(F)(F)(F)F.C(N(C(C)C)CC)(C)C, predict the reaction product. (9) Given the reactants [NH2:1][C:2]1[S:3][CH:4]=[C:5]([CH3:10])[C:6]=1[C:7]([NH2:9])=[O:8].[I:11][C:12]1[CH:17]=[CH:16][C:15]([CH2:18][C:19](O)=[O:20])=[CH:14][CH:13]=1.CCN(C(C)C)C(C)C.CN(C(ON1N=NC2C=CC=NC1=2)=[N+](C)C)C.F[P-](F)(F)(F)(F)F, predict the reaction product. The product is: [I:11][C:12]1[CH:17]=[CH:16][C:15]([CH2:18][C:19]([NH:1][C:2]2[S:3][CH:4]=[C:5]([CH3:10])[C:6]=2[C:7]([NH2:9])=[O:8])=[O:20])=[CH:14][CH:13]=1. (10) Given the reactants [Na].[OH:2][CH2:3][CH:4]1[O:9][CH2:8][CH2:7][N:6]([C:10]2[N:11]=[C:12]([CH2:17][C:18]([OH:20])=O)[NH:13][C:14](=[O:16])[CH:15]=2)[CH2:5]1.[F:21][C:22]1[CH:30]=[CH:29][CH:28]=[C:27]2[C:23]=1[CH2:24][CH2:25][NH:26]2.Cl.CN(C)CCCN=C=NCC, predict the reaction product. The product is: [F:21][C:22]1[CH:30]=[CH:29][CH:28]=[C:27]2[C:23]=1[CH2:24][CH2:25][N:26]2[C:18](=[O:20])[CH2:17][C:12]1[NH:13][C:14](=[O:16])[CH:15]=[C:10]([N:6]2[CH2:7][CH2:8][O:9][CH:4]([CH2:3][OH:2])[CH2:5]2)[N:11]=1.